Dataset: Full USPTO retrosynthesis dataset with 1.9M reactions from patents (1976-2016). Task: Predict the reactants needed to synthesize the given product. (1) Given the product [F:1][C:2]1[C:3]([N:13]2[CH2:14][CH2:15][N:16]([CH2:19][CH2:20][C:21]3[CH:22]=[C:23]([CH:24]=[CH:25][CH:26]=3)[NH2:27])[CH2:17][CH2:18]2)=[C:4]2[C:9](=[CH:10][CH:11]=1)[N:8]=[C:7]([CH3:12])[CH:6]=[CH:5]2, predict the reactants needed to synthesize it. The reactants are: [F:1][C:2]1[C:3]([N:13]2[CH2:18][CH2:17][N:16]([CH2:19][CH2:20][C:21]3[CH:26]=[CH:25][CH:24]=[C:23]([N+:27]([O-])=O)[CH:22]=3)[CH2:15][CH2:14]2)=[C:4]2[C:9](=[CH:10][CH:11]=1)[N:8]=[C:7]([CH3:12])[CH:6]=[CH:5]2.[Cl-].[NH4+]. (2) Given the product [Cl:13][C:14]1[CH:19]=[CH:18][C:17]([N:20]2[C:4]([C:6]3[CH:11]=[CH:10][C:9]([F:12])=[CH:8][CH:7]=3)=[CH:3][N:2]=[C:21]2[SH:22])=[CH:16][CH:15]=1, predict the reactants needed to synthesize it. The reactants are: Cl.[NH2:2][CH2:3][C:4]([C:6]1[CH:11]=[CH:10][C:9]([F:12])=[CH:8][CH:7]=1)=O.[Cl:13][C:14]1[CH:19]=[CH:18][C:17]([N:20]=[C:21]=[S:22])=[CH:16][CH:15]=1.C(=O)([O-])O.[Na+].